Predict the product of the given reaction. From a dataset of Forward reaction prediction with 1.9M reactions from USPTO patents (1976-2016). (1) Given the reactants [Cl:1][C:2]1[CH:7]=[CH:6][C:5]([C:8]2[CH:13]=[CH:12][C:11]([C:14]([OH:16])=O)=[CH:10][CH:9]=2)=[CH:4][CH:3]=1.[NH2:17][CH2:18][CH2:19][C:20]1[CH:30]=[CH:29][C:23]([C:24]([O:26][CH2:27][CH3:28])=[O:25])=[CH:22][CH:21]=1, predict the reaction product. The product is: [Cl:1][C:2]1[CH:3]=[CH:4][C:5]([C:8]2[CH:9]=[CH:10][C:11]([C:14]([NH:17][CH2:18][CH2:19][C:20]3[CH:30]=[CH:29][C:23]([C:24]([O:26][CH2:27][CH3:28])=[O:25])=[CH:22][CH:21]=3)=[O:16])=[CH:12][CH:13]=2)=[CH:6][CH:7]=1. (2) Given the reactants Cl[C:2]1[C:7]([NH2:8])=[C:6]([Cl:9])[N:5]=[C:4]([CH3:10])[N:3]=1.[CH3:11][O:12][CH2:13][CH2:14][NH2:15].C(N(C(C)C)CC)(C)C, predict the reaction product. The product is: [Cl:9][C:6]1[N:5]=[C:4]([CH3:10])[N:3]=[C:2]([NH:15][CH2:14][CH2:13][O:12][CH3:11])[C:7]=1[NH2:8]. (3) Given the reactants [C-:1]#[N:2].[K+].[I:4][C:5]1[CH:12]=[CH:11][C:8]([CH2:9]Br)=[CH:7][CH:6]=1, predict the reaction product. The product is: [I:4][C:5]1[CH:12]=[CH:11][C:8]([CH2:9][C:1]#[N:2])=[CH:7][CH:6]=1. (4) Given the reactants [CH2:1]([O:8][C:9]1[C:16]([O:17][CH2:18][C:19]2[CH:24]=[CH:23][CH:22]=[CH:21][CH:20]=2)=[CH:15][CH:14]=[C:13]([N+:25]([O-:27])=[O:26])[C:10]=1[CH:11]=[O:12])[C:2]1C=CC=CC=1.C1C=CC=CC=1.Cl.C([O:37]CC)C, predict the reaction product. The product is: [CH2:18]([O:17][C:16]1[C:9]([O:8][C:1](=[O:37])[CH3:2])=[C:10]([CH:11]=[O:12])[C:13]([N+:25]([O-:27])=[O:26])=[CH:14][CH:15]=1)[C:19]1[CH:24]=[CH:23][CH:22]=[CH:21][CH:20]=1. (5) Given the reactants Br[C:2]1[CH:7]=[CH:6][C:5]([C:8]2[C:17]3[C:12](=[CH:13][CH:14]=[CH:15][CH:16]=3)[CH2:11][CH2:10][CH:9]=2)=[CH:4][CH:3]=1.[C:18]([O:22][CH3:23])(=[O:21])[CH:19]=[CH2:20], predict the reaction product. The product is: [CH3:23][O:22][C:18](=[O:21])[CH:19]=[CH:20][C:2]1[CH:7]=[CH:6][C:5]([C:8]2[C:17]3[C:12](=[CH:13][CH:14]=[CH:15][CH:16]=3)[CH2:11][CH2:10][CH:9]=2)=[CH:4][CH:3]=1.